This data is from hERG Central: cardiac toxicity at 1µM, 10µM, and general inhibition. The task is: Predict hERG channel inhibition at various concentrations. (1) The compound is CC(C)(C)NCc1cc(Br)ccc1OCc1cccs1.Cl. Results: hERG_inhib (hERG inhibition (general)): blocker. (2) The drug is Cc1ccc(OCC(=O)N2CCCC(N3CCN(c4ccc(F)cc4)CC3)C2)cc1. Results: hERG_inhib (hERG inhibition (general)): blocker. (3) The drug is CCOC(=O)C1CCN(S(=O)(=O)c2ccc(C)c(C(=O)NC3CCCCC3)c2)CC1. Results: hERG_inhib (hERG inhibition (general)): blocker.